This data is from Forward reaction prediction with 1.9M reactions from USPTO patents (1976-2016). The task is: Predict the product of the given reaction. (1) Given the reactants [C:1]([C:3]1[CH:4]=[N:5][CH:6]=[CH:7][CH:8]=1)#[CH:2].[CH3:9][C:10]1([CH3:17])[C:14]([CH3:16])([CH3:15])[O:13][BH:12][O:11]1, predict the reaction product. The product is: [CH3:9][C:10]1([CH3:17])[C:14]([CH3:16])([CH3:15])[O:13][B:12]([CH:2]=[CH:1][C:3]2[CH:4]=[N:5][CH:6]=[CH:7][CH:8]=2)[O:11]1. (2) Given the reactants [BH4-].[Na+].[Cl:3][C:4]1[C:5]([C:10](OC)=[O:11])=[N:6][S:7][C:8]=1[Cl:9], predict the reaction product. The product is: [Cl:3][C:4]1[C:5]([CH2:10][OH:11])=[N:6][S:7][C:8]=1[Cl:9]. (3) Given the reactants N1C=CN=C1.[Si:6](Cl)([C:9]([CH3:12])([CH3:11])[CH3:10])([CH3:8])[CH3:7].[C:14]1([CH:21]=[CH:20][CH:19]=[C:17]([OH:18])[CH:16]=1)[OH:15], predict the reaction product. The product is: [Si:6]([O:15][C:14]1[CH:16]=[C:17]([OH:18])[CH:19]=[CH:20][CH:21]=1)([C:9]([CH3:12])([CH3:11])[CH3:10])([CH3:8])[CH3:7]. (4) Given the reactants [Cl:1][C:2]1[CH:7]=[C:6]([Cl:8])[CH:5]=[CH:4][C:3]=1[CH:9]([NH:16][C:17]([NH:19][C:20]1[CH:25]=[CH:24][C:23]([Cl:26])=[CH:22][CH:21]=1)=[NH:18])[CH2:10][N:11]1[CH:15]=[CH:14][N:13]=[CH:12]1.[C:27]([N:34]1[CH:38]=[CH:37]N=C1)(N1C=CN=C1)=[O:28].[Cl:39][C:40]1[CH:45]=[CH:44]C(CN)=[CH:42][CH:41]=1.Cl, predict the reaction product. The product is: [Cl:1][C:2]1[CH:7]=[C:6]([Cl:8])[CH:5]=[CH:4][C:3]=1[CH:9]([NH:16][C:17]([NH:19][C:20]1[CH:21]=[CH:22][C:23]([Cl:26])=[CH:24][CH:25]=1)=[N:18][C:27]([NH:34][CH2:38][C:37]1[CH:44]=[CH:45][C:40]([Cl:39])=[CH:41][CH:42]=1)=[O:28])[CH2:10][N:11]1[CH:15]=[CH:14][N:13]=[CH:12]1. (5) Given the reactants Cl[CH:2]1[CH2:7][CH2:6][CH2:5][CH2:4][C:3]1=O.[NH2:9][C:10]([NH2:12])=[S:11], predict the reaction product. The product is: [S:11]1[C:3]2[CH2:4][CH2:5][CH2:6][CH2:7][C:2]=2[N:9]=[C:10]1[NH2:12].